The task is: Predict the product of the given reaction.. This data is from Forward reaction prediction with 1.9M reactions from USPTO patents (1976-2016). (1) Given the reactants [NH2:1][C:2]12[CH2:10][CH2:9][CH:6]([CH2:7][CH2:8]1)[CH2:5][N:4]1[C:11](=[O:30])[C:12]([OH:29])=[C:13]([C:15]([NH:17][CH2:18][C:19](=[O:28])[CH2:20][C:21]3[CH:26]=[CH:25][C:24]([F:27])=[CH:23][CH:22]=3)=[O:16])[N:14]=[C:3]21.[CH3:31][N:32]([CH3:38])[C:33](=[O:37])[C:34](O)=[O:35].C(N(CC)C(C)C)(C)C.CN(C(ON1N=NC2C=CC=NC1=2)=[N+](C)C)C.F[P-](F)(F)(F)(F)F, predict the reaction product. The product is: [F:27][C:24]1[CH:23]=[CH:22][C:21]([CH2:20][C:19](=[O:28])[CH2:18][NH:17][C:15]([C:13]2[N:14]=[C:3]3[C:2]4([NH:1][C:34](=[O:35])[C:33]([N:32]([CH3:38])[CH3:31])=[O:37])[CH2:10][CH2:9][CH:6]([CH2:7][CH2:8]4)[CH2:5][N:4]3[C:11](=[O:30])[C:12]=2[OH:29])=[O:16])=[CH:26][CH:25]=1. (2) Given the reactants Br[C:2]1[C:3]([C:16]2[CH:21]=[CH:20][CH:19]=[CH:18][CH:17]=2)=[N:4][C:5]2[C:10]([N:11]=1)=[CH:9][C:8]([C:12]([O:14][CH3:15])=[O:13])=[CH:7][CH:6]=2.[C:22]1([CH:28]2[CH2:33][CH2:32][NH:31][CH2:30][CH2:29]2)[CH:27]=[CH:26][CH:25]=[CH:24][CH:23]=1.CCN(C(C)C)C(C)C, predict the reaction product. The product is: [C:16]1([C:3]2[C:2]([N:31]3[CH2:32][CH2:33][CH:28]([C:22]4[CH:27]=[CH:26][CH:25]=[CH:24][CH:23]=4)[CH2:29][CH2:30]3)=[N:11][C:10]3[C:5](=[CH:6][CH:7]=[C:8]([C:12]([O:14][CH3:15])=[O:13])[CH:9]=3)[N:4]=2)[CH:21]=[CH:20][CH:19]=[CH:18][CH:17]=1. (3) Given the reactants [OH:1][C:2]1[CH:7]=[C:6]([CH2:8][CH3:9])[N:5]=[C:4](S)[N:3]=1, predict the reaction product. The product is: [CH2:8]([C:6]1[N:5]=[CH:4][NH:3][C:2](=[O:1])[CH:7]=1)[CH3:9]. (4) Given the reactants [NH2:1][CH2:2][CH2:3][CH2:4][C@@H:5]([CH2:9][C:10]1[N:11]=[CH:12][N:13]2[C:22]3[C:17](=[CH:18][CH:19]=[CH:20][CH:21]=3)[CH2:16][CH2:15][C:14]=12)[C:6]([OH:8])=[O:7].[C:23]([O:28][CH:29]([O:33][C:34](OC1C=CC([N+]([O-])=O)=CC=1)=[O:35])[CH:30]([CH3:32])[CH3:31])(=[O:27])[CH2:24][CH2:25][CH3:26].O, predict the reaction product. The product is: [C:23]([O:28][CH:29]([O:33][C:34]([NH:1][CH2:2][CH2:3][CH2:4][C@@H:5]([CH2:9][C:10]1[N:11]=[CH:12][N:13]2[C:22]3[C:17](=[CH:18][CH:19]=[CH:20][CH:21]=3)[CH2:16][CH2:15][C:14]=12)[C:6]([OH:8])=[O:7])=[O:35])[CH:30]([CH3:32])[CH3:31])(=[O:27])[CH2:24][CH2:25][CH3:26]. (5) Given the reactants C([O:3][C:4]([C:6]1[NH:7][C:8]2[C:13]([CH:14]=1)=[C:12]([O:15][CH2:16][CH:17]1[CH2:20][CH2:19][CH2:18]1)[CH:11]=[CH:10][CH:9]=2)=[O:5])C.[OH-].[K+].CCO, predict the reaction product. The product is: [CH:17]1([CH2:16][O:15][C:12]2[CH:11]=[CH:10][CH:9]=[C:8]3[C:13]=2[CH:14]=[C:6]([C:4]([OH:5])=[O:3])[NH:7]3)[CH2:18][CH2:19][CH2:20]1. (6) Given the reactants Cl.[F:2][C:3]1[CH:4]=[C:5]([CH:44]=[CH:45][CH:46]=1)[CH2:6][N:7]1[C:11]([CH3:12])=[C:10]([C:13]2[C:21]3[C:16](=[N:17][CH:18]=[C:19]([C:22]4[CH:23]=[N:24][C:25]([N:28]5[CH2:33][CH2:32][NH:31][CH2:30][CH2:29]5)=[CH:26][CH:27]=4)[CH:20]=3)[N:15]([S:34]([C:37]3[CH:43]=[CH:42][C:40]([CH3:41])=[CH:39][CH:38]=3)(=[O:36])=[O:35])[CH:14]=2)[CH:9]=[N:8]1.[CH3:47][C@H:48]1[CH2:50][O:49]1.CCN(C(C)C)C(C)C, predict the reaction product. The product is: [F:2][C:3]1[CH:4]=[C:5]([CH:44]=[CH:45][CH:46]=1)[CH2:6][N:7]1[C:11]([CH3:12])=[C:10]([C:13]2[C:21]3[C:16](=[N:17][CH:18]=[C:19]([C:22]4[CH:27]=[CH:26][C:25]([N:28]5[CH2:33][CH2:32][N:31]([CH2:47][C@@H:48]([OH:49])[CH3:50])[CH2:30][CH2:29]5)=[N:24][CH:23]=4)[CH:20]=3)[N:15]([S:34]([C:37]3[CH:38]=[CH:39][C:40]([CH3:41])=[CH:42][CH:43]=3)(=[O:36])=[O:35])[CH:14]=2)[CH:9]=[N:8]1. (7) Given the reactants [F:1][C:2]([F:8])([F:7])[CH2:3][C:4](O)=[O:5].C(Cl)(=O)C(Cl)=O.C(OC([N:22]1[C:26]2[N:27]=[CH:28][N:29]=[C:30]([N:31]3[CH2:38][C:35]4([CH2:37][CH2:36]4)[N:34]([S:39](=[O:43])(=[O:42])[NH:40][CH3:41])[CH2:33][CH2:32]3)[C:25]=2[CH:24]=[CH:23]1)=O)(C)(C)C.CCN(CC)CC, predict the reaction product. The product is: [F:1][C:2]([F:8])([F:7])[CH2:3][C:4]([N:40]([CH3:41])[S:39]([N:34]1[C:35]2([CH2:37][CH2:36]2)[CH2:38][N:31]([C:30]2[C:25]3[CH:24]=[CH:23][NH:22][C:26]=3[N:27]=[CH:28][N:29]=2)[CH2:32][CH2:33]1)(=[O:42])=[O:43])=[O:5]. (8) Given the reactants [S:1]([OH:5])([OH:4])(=[O:3])=[O:2].NOCCN(C)C[C@H]1O[C@@H](N2C3N=CN=C(N)C=3N=C2C)[C@H](O)[C@@H]1O.C(OC(=[N:36][O:37][CH2:38][CH2:39][N:40]([CH3:65])[CH2:41][C@H:42]1[O:46][C@@H:45]([N:47]2[C:56]3[N:55]=[CH:54][N:53]=[C:51]([NH2:52])[C:50]=3[N:49]=[C:48]2[C:57]2[CH:62]=[CH:61][CH:60]=[CH:59][CH:58]=2)[C@H:44]([OH:63])[C@@H:43]1[OH:64])C)C, predict the reaction product. The product is: [S:1]([OH:5])([OH:4])(=[O:3])=[O:2].[NH2:36][O:37][CH2:38][CH2:39][N:40]([CH3:65])[CH2:41][C@H:42]1[O:46][C@@H:45]([N:47]2[C:56]3[N:55]=[CH:54][N:53]=[C:51]([NH2:52])[C:50]=3[N:49]=[C:48]2[C:57]2[CH:58]=[CH:59][CH:60]=[CH:61][CH:62]=2)[C@H:44]([OH:63])[C@@H:43]1[OH:64]. (9) Given the reactants CC([N:5]([CH:9]1[CH2:14][CH2:13][N:12]([CH2:15][CH2:16][C:17]2[C:26]3[N:25]([CH3:27])[C:24](=[O:28])[CH:23]=[CH:22][C:21]=3[N:20]=[CH:19][CH:18]=2)[CH2:11][CH2:10]1)C(=O)[O-])(C)C.FC(F)(F)C(O)=O.CC[NH+](CC)CC.CC[NH+](CC)CC.C([O-])([O-])=O, predict the reaction product. The product is: [NH2:5][CH:9]1[CH2:14][CH2:13][N:12]([CH2:15][CH2:16][C:17]2[CH:18]=[CH:19][N:20]=[C:21]3[C:26]=2[N:25]([CH3:27])[C:24](=[O:28])[CH:23]=[CH:22]3)[CH2:11][CH2:10]1.